From a dataset of CYP2D6 inhibition data for predicting drug metabolism from PubChem BioAssay. Regression/Classification. Given a drug SMILES string, predict its absorption, distribution, metabolism, or excretion properties. Task type varies by dataset: regression for continuous measurements (e.g., permeability, clearance, half-life) or binary classification for categorical outcomes (e.g., BBB penetration, CYP inhibition). Dataset: cyp2d6_veith. (1) The drug is COc1ccc(CC(=O)Nc2cccc(/C(C)=N/NC(=O)c3cccc([N+](=O)[O-])c3)c2)cc1. The result is 0 (non-inhibitor). (2) The molecule is Cc1ccc(-c2nn(-c3ccccc3)cc2CSC(=N)N)cc1.Cl. The result is 1 (inhibitor).